From a dataset of Catalyst prediction with 721,799 reactions and 888 catalyst types from USPTO. Predict which catalyst facilitates the given reaction. Reactant: [N:1]([CH2:4][C@@H:5]([C:14]1[CH:23]=[CH:22][C:21]([O:24]CC2C=CC=CC=2)=[C:20]2[C:15]=1[CH:16]=[CH:17][C:18](=[O:32])[NH:19]2)[O:6][Si:7]([C:10]([CH3:13])([CH3:12])[CH3:11])([CH3:9])[CH3:8])=[N+]=[N-].C1CC=CCC=1. Product: [NH2:1][CH2:4][C@@H:5]([C:14]1[CH:23]=[CH:22][C:21]([OH:24])=[C:20]2[C:15]=1[CH:16]=[CH:17][C:18](=[O:32])[NH:19]2)[O:6][Si:7]([C:10]([CH3:13])([CH3:12])[CH3:11])([CH3:9])[CH3:8]. The catalyst class is: 63.